Dataset: Reaction yield outcomes from USPTO patents with 853,638 reactions. Task: Predict the reaction yield, written as a fraction of the theoretical maximum amount of product (1.0 means a 100% yield; for example, 0.34 means a 34% yield). (1) The reactants are [Br:1][C:2]1[N:7]=[C:6]([C:8]#N)[C:5]([OH:10])=[C:4]([O:11][CH2:12][CH3:13])[CH:3]=1.[OH:14]S(O)(=O)=O.[OH-:19].[Na+]. No catalyst specified. The product is [Br:1][C:2]1[N:7]=[C:6]([C:8]([OH:14])=[O:19])[C:5]([OH:10])=[C:4]([O:11][CH2:12][CH3:13])[CH:3]=1. The yield is 0.940. (2) The reactants are [Cl:1][C:2]1[CH:3]=[CH:4][C:5]2[O:9][C:8]([C:10]3[CH:11]=[C:12]([CH:18]=[CH:19][CH:20]=3)[C:13]([O:15]CC)=[O:14])=[CH:7][C:6]=2[CH:21]=1.[OH-].[Na+]. The catalyst is C(O)C.C1COCC1. The product is [Cl:1][C:2]1[CH:3]=[CH:4][C:5]2[O:9][C:8]([C:10]3[CH:11]=[C:12]([CH:18]=[CH:19][CH:20]=3)[C:13]([OH:15])=[O:14])=[CH:7][C:6]=2[CH:21]=1. The yield is 0.980. (3) The reactants are [CH3:1][O:2][C:3]1[C:14]([N+:15]([O-:17])=[O:16])=[CH:13][C:6]2[NH:7][C:8](=[O:12])[CH2:9][NH:10][CH2:11][C:5]=2[CH:4]=1.[CH:18]1([CH:21]=O)[CH2:20][CH2:19]1.C(O)(=O)C.C(O[BH-](OC(=O)C)OC(=O)C)(=O)C.[Na+]. The catalyst is ClCCl.CO. The product is [CH:18]1([CH2:21][N:10]2[CH2:11][C:5]3[CH:4]=[C:3]([O:2][CH3:1])[C:14]([N+:15]([O-:17])=[O:16])=[CH:13][C:6]=3[NH:7][C:8](=[O:12])[CH2:9]2)[CH2:20][CH2:19]1. The yield is 0.800. (4) The reactants are [N:1]1[C:10]2[C:5](=[CH:6][CH:7]=[CH:8][CH:9]=2)[CH:4]=[CH:3][C:2]=1[NH:11][CH2:12][CH2:13][NH:14]C(=O)OC(C)(C)C.C(Cl)[Cl:23]. The catalyst is FC(F)(F)C(O)=O. The product is [ClH:23].[N:1]1[C:10]2[C:5](=[CH:6][CH:7]=[CH:8][CH:9]=2)[CH:4]=[CH:3][C:2]=1[NH:11][CH2:12][CH2:13][NH2:14]. The yield is 0.560.